Dataset: Full USPTO retrosynthesis dataset with 1.9M reactions from patents (1976-2016). Task: Predict the reactants needed to synthesize the given product. Given the product [CH2:35]([N:27]([CH2:24][CH2:25][CH3:26])[C:28](=[O:34])[CH2:29][CH2:30][C:31]([O:23][C@@:9]1([C:14]#[C:15][C:16]2[CH:17]=[C:18]([CH3:22])[CH:19]=[CH:20][CH:21]=2)[CH2:10][CH2:11][CH2:12][C@@H:13]2[C@H:8]1[CH2:7][CH2:6][N:5]2[C:3]([O:2][CH3:1])=[O:4])=[O:32])[CH2:36][CH3:37], predict the reactants needed to synthesize it. The reactants are: [CH3:1][O:2][C:3]([N:5]1[C@@H:13]2[C@@H:8]([C@@:9]([OH:23])([C:14]#[C:15][C:16]3[CH:17]=[C:18]([CH3:22])[CH:19]=[CH:20][CH:21]=3)[CH2:10][CH2:11][CH2:12]2)[CH2:7][CH2:6]1)=[O:4].[CH2:24]([N:27]([CH2:35][CH2:36][CH3:37])[C:28](=[O:34])[CH2:29][CH2:30][C:31](O)=[O:32])[CH2:25][CH3:26].